From a dataset of Forward reaction prediction with 1.9M reactions from USPTO patents (1976-2016). Predict the product of the given reaction. (1) Given the reactants [Cl:1][C:2]1[CH:7]=[CH:6][C:5]([C:8](=[NH:20])[NH:9][C:10]2[CH:15]=[CH:14][C:13]([S:16]([CH3:19])(=[O:18])=[O:17])=[CH:12][CH:11]=2)=[CH:4][CH:3]=1.C(=O)(O)[O-].[Na+].[F:26][C:27]([F:37])([F:36])[O:28][C:29]1[CH:34]=[CH:33][C:32](Br)=[CH:31][CH:30]=1.[CH:38](O)(C)[CH3:39], predict the reaction product. The product is: [Cl:1][C:2]1[CH:3]=[CH:4][C:5]([C:8]2[N:9]([C:10]3[CH:15]=[CH:14][C:13]([S:16]([CH3:19])(=[O:17])=[O:18])=[CH:12][CH:11]=3)[CH:38]=[C:39]([C:32]3[CH:33]=[CH:34][C:29]([O:28][C:27]([F:37])([F:36])[F:26])=[CH:30][CH:31]=3)[N:20]=2)=[CH:6][CH:7]=1. (2) Given the reactants [Cl:1][C:2]1[CH:27]=[CH:26][C:5]([CH2:6][N:7]2[C:15]3[C:10](=[CH:11][C:12]([CH:16]=[C:17]4[S:21][C:20](SCC)=[N:19][C:18]4=[O:25])=[CH:13][CH:14]=3)[CH:9]=[N:8]2)=[C:4]([C:28]([F:31])([F:30])[F:29])[CH:3]=1.[NH:32]1[CH2:37][CH2:36][CH:35]([C:38]([OH:40])=[O:39])[CH2:34][CH2:33]1, predict the reaction product. The product is: [Cl:1][C:2]1[CH:27]=[CH:26][C:5]([CH2:6][N:7]2[C:15]3[C:10](=[CH:11][C:12]([CH:16]=[C:17]4[S:21][C:20]([N:32]5[CH2:37][CH2:36][CH:35]([C:38]([OH:40])=[O:39])[CH2:34][CH2:33]5)=[N:19][C:18]4=[O:25])=[CH:13][CH:14]=3)[CH:9]=[N:8]2)=[C:4]([C:28]([F:29])([F:30])[F:31])[CH:3]=1. (3) Given the reactants [F:1][C:2]1[CH:12]=[CH:11][CH:10]=[C:4]2[C:5]([O:7][C:8](=[O:9])[C:3]=12)=[O:6].[CH3:13][OH:14], predict the reaction product. The product is: [F:1][C:2]1[CH:12]=[CH:11][CH:10]=[C:4]([C:5]([O:14][CH3:13])=[O:6])[C:3]=1[C:8]([OH:7])=[O:9].